Binary Classification. Given a miRNA mature sequence and a target amino acid sequence, predict their likelihood of interaction. From a dataset of Experimentally validated miRNA-target interactions with 360,000+ pairs, plus equal number of negative samples. The miRNA is hsa-miR-4714-5p with sequence AACUCUGACCCCUUAGGUUGAU. The protein sequence of the target gene is MSLLMISENVKLAREYALLGNYDSAMVYYQGVLDQMNKYLYSVKDTYLQQKWQQVWQEINVEAKHVKDIMKTLESFKLDSTPLKAAQHDLPASEGEVWSMPVPVERRPSPGPRKRQSSQYSDPKSHGNRPSTTVRVHRSSAQNVHNDRGKAVRCREKKEQNKGREEKNKSPAAVTEPETNKFDSTGYDKDLVEALERDIISQNPNVRWDDIADLVEAKKLLKEAVVLPMWMPEFFKGIRRPWKGVLMVGPPGTGKTLLAKAVATECKTTFFNVSSSTLTSKYRGESEKLVRLLFEMARFY.... Result: 0 (no interaction).